Dataset: Reaction yield outcomes from USPTO patents with 853,638 reactions. Task: Predict the reaction yield, written as a fraction of the theoretical maximum amount of product (1.0 means a 100% yield; for example, 0.34 means a 34% yield). (1) The reactants are [Cl:1][C:2]1[CH:3]=[C:4](/[CH:8]=[CH:9]\[CH2:10][CH2:11][NH2:12])[CH:5]=[CH:6][CH:7]=1.[H][H]. The catalyst is CO.[Pt](=O)=O. The product is [Cl:1][C:2]1[CH:3]=[C:4]([CH2:8][CH2:9][CH2:10][CH2:11][NH2:12])[CH:5]=[CH:6][CH:7]=1. The yield is 0.980. (2) The reactants are [NH2:1][C:2]1[CH:3]=[CH:4][C:5]([Cl:9])=[C:6]([OH:8])[CH:7]=1.Br[CH:11]([CH3:13])[CH3:12].C([O-])([O-])=O.[K+].[K+]. The catalyst is CC#N. The product is [Cl:9][C:5]1[CH:4]=[CH:3][C:2]([NH2:1])=[CH:7][C:6]=1[O:8][CH:11]([CH3:13])[CH3:12]. The yield is 0.870. (3) The reactants are [N+](C1C=CC(COC([NH:12][CH:13]([CH2:24][CH2:25][P:26]([O:35][C:36]2[CH:41]=[CH:40][CH:39]=[CH:38][CH:37]=2)([O:28][C:29]2[CH:34]=[CH:33][CH:32]=[CH:31][CH:30]=2)=[O:27])[C:14]([O:16]CC2C=CC=CC=2)=[O:15])=O)=CC=1)([O-])=O.[H][H]. The catalyst is C(O)(=O)C.[C].[Pd]. The product is [NH2:12][CH:13]([CH2:24][CH2:25][P:26]([O:35][C:36]1[CH:41]=[CH:40][CH:39]=[CH:38][CH:37]=1)([O:28][C:29]1[CH:34]=[CH:33][CH:32]=[CH:31][CH:30]=1)=[O:27])[C:14]([OH:16])=[O:15]. The yield is 0.370. (4) The reactants are [CH3:1][C:2]1[C:3]([C:20](=[O:26])[C:21]([O:23][CH2:24][CH3:25])=[O:22])=[C:4]([O:12][S:13]([C:16]([F:19])([F:18])[F:17])(=[O:15])=[O:14])[C:5]2[C:10]([CH:11]=1)=[CH:9][CH:8]=[CH:7][CH:6]=2.B1(C)OC(C2C=CC=CC=2)(C2C=CC=CC=2)[C@@H]2N1CCC2.[B]1OC2C(=CC=CC=2)O1. The catalyst is C1(C)C=CC=CC=1. The product is [OH:26][C@@H:20]([C:3]1[C:2]([CH3:1])=[CH:11][C:10]2[C:5](=[CH:6][CH:7]=[CH:8][CH:9]=2)[C:4]=1[O:12][S:13]([C:16]([F:19])([F:17])[F:18])(=[O:14])=[O:15])[C:21]([O:23][CH2:24][CH3:25])=[O:22]. The yield is 0.740. (5) The reactants are [Cl:1][C:2]1[CH:7]=[CH:6][CH:5]=[CH:4][C:3]=1[C:8]1[N:12]([C:13]2[C:20]3[S:19][C:18]([NH2:21])=[N:17][C:16]=3[NH:15][N:14]=2)[CH:11]=[N:10][CH:9]=1.Br[C:23]1[O:24][C:25]([N+:28]([O-:30])=[O:29])=[CH:26][CH:27]=1.[H-].[Na+]. The catalyst is CS(C)=O. The product is [Cl:1][C:2]1[CH:7]=[CH:6][CH:5]=[CH:4][C:3]=1[C:8]1[N:12]([C:13]2[C:20]3[S:19][C:18]([NH:21][C:23]4[O:24][C:25]([N+:28]([O-:30])=[O:29])=[CH:26][CH:27]=4)=[N:17][C:16]=3[NH:15][N:14]=2)[CH:11]=[N:10][CH:9]=1. The yield is 0.0600. (6) The reactants are [BH4-].[Na+].[CH3:3][C@:4]12[O:29][C@:7]3([C@@H:15]4[C@@H:11]([N:12]([C:17]5[CH:24]=[CH:23][C:20]([C:21]#[N:22])=[C:19]([C:25]([F:28])([F:27])[F:26])[CH:18]=5)[C:13](=[O:16])[C@H:14]14)[O:10][CH2:9][CH2:8]3)[C:6](=[O:30])[CH2:5]2. The catalyst is C1COCC1.CO. The product is [OH:30][C@@H:6]1[CH2:5][C@@:4]2([CH3:3])[O:29][C@@:7]31[C@@H:15]1[C@@H:11]([N:12]([C:17]4[CH:24]=[CH:23][C:20]([C:21]#[N:22])=[C:19]([C:25]([F:26])([F:27])[F:28])[CH:18]=4)[C:13](=[O:16])[C@H:14]21)[O:10][CH2:9][CH2:8]3. The yield is 0.990. (7) The reactants are O=P12OP3(OP(OP(O3)(O1)=O)(=O)O2)=O.[Cl:15][C:16]1[CH:30]=[CH:29][C:28]([N+:31]([O-:33])=[O:32])=[CH:27][C:17]=1[C:18]([NH:20][CH2:21][CH:22]([O:25]C)OC)=O. The catalyst is CS(O)(=O)=O. The product is [Cl:15][C:16]1[CH:30]=[CH:29][C:28]([N+:31]([O-:33])=[O:32])=[CH:27][C:17]=1[C:18]1[O:25][CH:22]=[CH:21][N:20]=1. The yield is 0.940. (8) The reactants are [CH2:1]([N:3]1[C:7]2=[N:8][C:9]([CH2:33][CH3:34])=[C:10]([CH2:19][NH:20][C:21]([C:23]3[N:28]=[C:27]([C:29]([O:31]C)=[O:30])[CH:26]=[CH:25][CH:24]=3)=[O:22])[C:11]([NH:12][CH:13]3[CH2:18][CH2:17][O:16][CH2:15][CH2:14]3)=[C:6]2[CH:5]=[N:4]1)[CH3:2].O.[OH-].[Li+]. The catalyst is O1CCCC1. The product is [CH2:1]([N:3]1[C:7]2=[N:8][C:9]([CH2:33][CH3:34])=[C:10]([CH2:19][NH:20][C:21]([C:23]3[N:28]=[C:27]([C:29]([OH:31])=[O:30])[CH:26]=[CH:25][CH:24]=3)=[O:22])[C:11]([NH:12][CH:13]3[CH2:14][CH2:15][O:16][CH2:17][CH2:18]3)=[C:6]2[CH:5]=[N:4]1)[CH3:2]. The yield is 0.950.